Dataset: Peptide-MHC class II binding affinity with 134,281 pairs from IEDB. Task: Regression. Given a peptide amino acid sequence and an MHC pseudo amino acid sequence, predict their binding affinity value. This is MHC class II binding data. (1) The peptide sequence is EGGAHLVQDDVIPAN. The MHC is DRB3_0101 with pseudo-sequence DRB3_0101. The binding affinity (normalized) is 0.612. (2) The peptide sequence is VGLVVQIDHVRMSTK. The MHC is H-2-IAb with pseudo-sequence H-2-IAb. The binding affinity (normalized) is 0. (3) The peptide sequence is GFGMLLRKYGIAAENVIDVK. The MHC is HLA-DQA10102-DQB10602 with pseudo-sequence HLA-DQA10102-DQB10602. The binding affinity (normalized) is 0.465. (4) The peptide sequence is IAGLFLTTEAVVADK. The MHC is DRB1_1501 with pseudo-sequence DRB1_1501. The binding affinity (normalized) is 0.